This data is from Reaction yield outcomes from USPTO patents with 853,638 reactions. The task is: Predict the reaction yield, written as a fraction of the theoretical maximum amount of product (1.0 means a 100% yield; for example, 0.34 means a 34% yield). (1) The reactants are [C:1]([O:5][C:6](=[O:35])[N:7]([CH2:33][CH3:34])[CH2:8][C:9]1[CH:10]=[N:11][CH:12]=[C:13]([C:16]2[CH:17]=[C:18]3[C:22](=[CH:23][CH:24]=2)[N:21]([CH:25]2[CH2:30][CH2:29][CH2:28][CH2:27][O:26]2)[N:20]=[C:19]3[CH:31]=O)[C:14]=1[CH3:15])([CH3:4])([CH3:3])[CH3:2].S([CH2:46][N+:47]#[C-:48])(C1C=CC(C)=CC=1)(=O)=O.[C-]#[N:50].[Na+]. The catalyst is C(O)C. The product is [CH2:33]([N:7]([CH2:8][C:9]1[CH:10]=[N:11][CH:12]=[C:13]([C:16]2[CH:17]=[C:18]3[C:22](=[CH:23][CH:24]=2)[N:21]([CH:25]2[CH2:30][CH2:29][CH2:28][CH2:27][O:26]2)[N:20]=[C:19]3[C:31]2[NH:50][CH:46]=[N:47][CH:48]=2)[C:14]=1[CH3:15])[C:6](=[O:35])[O:5][C:1]([CH3:2])([CH3:3])[CH3:4])[CH3:34]. The yield is 0.500. (2) The reactants are Br[C:2]1[C:9]([F:10])=[CH:8][CH:7]=[CH:6][C:3]=1[C:4]#[N:5].[NH:11]1[C:15](B(O)O)=[CH:14][CH:13]=[N:12]1.C([O-])(O)=O.[Na+]. The catalyst is COCCOC.O.C1C=CC([P]([Pd]([P](C2C=CC=CC=2)(C2C=CC=CC=2)C2C=CC=CC=2)([P](C2C=CC=CC=2)(C2C=CC=CC=2)C2C=CC=CC=2)[P](C2C=CC=CC=2)(C2C=CC=CC=2)C2C=CC=CC=2)(C2C=CC=CC=2)C2C=CC=CC=2)=CC=1. The product is [F:10][C:9]1[C:2]([C:13]2[NH:12][N:11]=[CH:15][CH:14]=2)=[C:3]([CH:6]=[CH:7][CH:8]=1)[C:4]#[N:5]. The yield is 0.190. (3) The reactants are [Br:1][C:2]1[CH:3]=[N:4][CH:5]=[C:6]([CH:8]2[CH2:10][O:9]2)[CH:7]=1.B(F)(F)F.CCOCC.[CH3:20][C:21]([CH3:23])=[O:22]. The catalyst is O. The product is [Br:1][C:2]1[CH:3]=[N:4][CH:5]=[C:6]([CH:8]2[CH2:10][O:9][C:21]([CH3:23])([CH3:20])[O:22]2)[CH:7]=1. The yield is 0.542. (4) The reactants are [NH2:1][C:2]1[C:15]2[C:6](=[CH:7][C:8]3[C:9]4[C:14]=2[C:13](=[O:16])[N:12]([CH2:17][CH2:18][N:19]([CH3:21])[CH3:20])[C:11](=[O:22])[C:10]=4[CH:23]=[CH:24][CH:25]=3)[CH:5]=[CH:4][CH:3]=1.[Cl:26][CH2:27][CH2:28][CH2:29][C:30](Cl)=[O:31].C(Cl)Cl.CO. The catalyst is C(#N)C. The product is [Cl:26][CH2:27][CH2:28][CH2:29][C:30]([NH:1][C:2]1[C:15]2[C:6](=[CH:7][C:8]3[C:9]4[C:14]=2[C:13](=[O:16])[N:12]([CH2:17][CH2:18][N:19]([CH3:20])[CH3:21])[C:11](=[O:22])[C:10]=4[CH:23]=[CH:24][CH:25]=3)[CH:5]=[CH:4][CH:3]=1)=[O:31]. The yield is 0.530.